From a dataset of Catalyst prediction with 721,799 reactions and 888 catalyst types from USPTO. Predict which catalyst facilitates the given reaction. (1) Reactant: [Br:1][C:2]1[CH:3]=[C:4]2[C:9](=[CH:10][CH:11]=1)[N:8]=[C:7]([Cl:12])[C:6]([CH2:13]O)=[C:5]2[Cl:15].S(Cl)([Cl:18])=O. Product: [Br:1][C:2]1[CH:3]=[C:4]2[C:9](=[CH:10][CH:11]=1)[N:8]=[C:7]([Cl:12])[C:6]([CH2:13][Cl:18])=[C:5]2[Cl:15]. The catalyst class is: 4. (2) Reactant: F[C:2]1[CH:7]=[CH:6][C:5]([N+:8]([O-:10])=[O:9])=[CH:4][CH:3]=1.[NH:11]1[CH2:16][CH2:15][S:14][CH2:13][CH2:12]1.C(OCC)(=O)C.C(=O)(O)[O-].[Na+]. Product: [N+:8]([C:5]1[CH:6]=[CH:7][C:2]([N:11]2[CH2:16][CH2:15][S:14][CH2:13][CH2:12]2)=[CH:3][CH:4]=1)([O-:10])=[O:9]. The catalyst class is: 11. (3) Reactant: [H-].[Na+].[C:3]12([CH2:13][OH:14])[CH2:12][CH:7]3[CH2:8][CH:9]([CH2:11][CH:5]([CH2:6]3)[CH2:4]1)[CH2:10]2.[F:15][C:16]1[CH:23]=[CH:22][CH:21]=[C:20](F)[C:17]=1[C:18]#[N:19]. Product: [C:3]12([CH2:13][O:14][C:20]3[CH:21]=[CH:22][CH:23]=[C:16]([F:15])[C:17]=3[C:18]#[N:19])[CH2:10][CH:9]3[CH2:8][CH:7]([CH2:6][CH:5]([CH2:11]3)[CH2:4]1)[CH2:12]2. The catalyst class is: 3. (4) Reactant: CC[N:3](C1C=CC=CC=1)CC.[NH:12]1[C:20]2[C:15](=[CH:16][CH:17]=[CH:18][CH:19]=2)[CH:14]=[C:13]1[C:21]([OH:23])=O.Cl.CN(C)CCCN=C=NCC.OS1C2C=CC=CC=2N=C1. Product: [NH:12]1[C:20]2[C:15](=[CH:16][CH:17]=[CH:18][CH:19]=2)[CH:14]=[C:13]1[C:21]([NH2:3])=[O:23]. The catalyst class is: 1. (5) Reactant: C[O:2][C:3]([C:5]1[CH:10]=[C:9]([S:11][CH3:12])[CH:8]=[C:7]([NH2:13])[N:6]=1)=O.[BH4-].[Li+]. Product: [NH2:13][C:7]1[N:6]=[C:5]([CH2:3][OH:2])[CH:10]=[C:9]([S:11][CH3:12])[CH:8]=1. The catalyst class is: 7. (6) Reactant: [CH3:1][C@H:2]1[CH2:6][CH2:5][CH2:4][N:3]1[C:7]1[N:12]=[C:11]([C:13]([F:16])([F:15])[F:14])[C:10]([N+:17]([O-])=O)=[CH:9][CH:8]=1.[BH4-].[Na+]. Product: [CH3:1][C@H:2]1[CH2:6][CH2:5][CH2:4][N:3]1[C:7]1[N:12]=[C:11]([C:13]([F:16])([F:14])[F:15])[C:10]([NH2:17])=[CH:9][CH:8]=1. The catalyst class is: 5. (7) Reactant: [Br:1][C:2]1[CH:7]=[C:6]([Cl:8])[CH:5]=[CH:4][C:3]=1[OH:9].Br[CH2:11][CH2:12][F:13].C(=O)([O-])[O-].[K+].[K+]. The catalyst class is: 131. Product: [Br:1][C:2]1[CH:7]=[C:6]([Cl:8])[CH:5]=[CH:4][C:3]=1[O:9][CH2:11][CH2:12][F:13]. (8) Reactant: C(O)(C(F)(F)F)=O.[CH2:8]([N:15]([CH3:31])[CH2:16][CH2:17][CH:18]1[CH2:23][CH2:22][N:21](C(OC(C)(C)C)=O)[CH2:20][CH2:19]1)[C:9]1[CH:14]=[CH:13][CH:12]=[CH:11][CH:10]=1. Product: [CH2:8]([N:15]([CH3:31])[CH2:16][CH2:17][CH:18]1[CH2:23][CH2:22][NH:21][CH2:20][CH2:19]1)[C:9]1[CH:14]=[CH:13][CH:12]=[CH:11][CH:10]=1. The catalyst class is: 4.